This data is from Reaction yield outcomes from USPTO patents with 853,638 reactions. The task is: Predict the reaction yield, written as a fraction of the theoretical maximum amount of product (1.0 means a 100% yield; for example, 0.34 means a 34% yield). (1) The reactants are FC1C=C(F)C=CC=1C1C=C(CN2C(=O)C3=CC=CC=C3C2=O)C(=O)N(CC(C)C)N=1.[C:32]([C:35]1[C:36](=[O:58])[N:37]([CH2:50][C:51]2[CH:56]=[CH:55][C:54]([F:57])=[CH:53][CH:52]=2)[N:38]=[C:39]([C:41]2[CH:46]=[CH:45][C:44]([O:47][CH3:48])=[C:43]([F:49])[CH:42]=2)[CH:40]=1)(O)=[O:33]. No catalyst specified. The product is [F:57][C:54]1[CH:53]=[CH:52][C:51]([CH2:50][N:37]2[C:36](=[O:58])[C:35]([CH2:32][OH:33])=[CH:40][C:39]([C:41]3[CH:46]=[CH:45][C:44]([O:47][CH3:48])=[C:43]([F:49])[CH:42]=3)=[N:38]2)=[CH:56][CH:55]=1. The yield is 0.270. (2) The reactants are [F:1][C:2]([F:21])([F:20])[C:3]1[CH:7]=[C:6]([C:8]([F:11])([F:10])[F:9])[N:5]([C:12]2[CH:19]=[CH:18][C:15]([CH:16]=O)=[CH:14][CH:13]=2)[N:4]=1.[F:22][C:23]1[C:28]([F:29])=[CH:27][CH:26]=[CH:25][C:24]=1[C:30](=[O:34])[CH2:31][C:32]#[N:33].C(O)(=O)C.N1CCCCC1.CCOCC. The catalyst is C1C=CC=CC=1. The product is [F:21][C:2]([F:1])([F:20])[C:3]1[CH:7]=[C:6]([C:8]([F:9])([F:11])[F:10])[N:5]([C:12]2[CH:19]=[CH:18][C:15]([CH:16]=[C:31]([C:30](=[O:34])[C:24]3[CH:25]=[CH:26][CH:27]=[C:28]([F:29])[C:23]=3[F:22])[C:32]#[N:33])=[CH:14][CH:13]=2)[N:4]=1. The yield is 0.650. (3) The reactants are C([O:5][C:6]([NH:8][C:9]1([C:13]2[CH:18]=[CH:17][C:16]([C:19]3[C:28]([C:29]4[CH:34]=[CH:33][CH:32]=[CH:31][CH:30]=4)=[CH:27][C:26]4[C:25](=O)[C:24]([CH3:40])([C:36](OC)=[O:37])[CH2:23][CH2:22][C:21]=4[N:20]=3)=[CH:15][CH:14]=2)[CH2:12][CH2:11][CH2:10]1)=O)(C)(C)C.[OH2:41].[NH2:42][NH2:43]. The catalyst is C(O)C. The product is [C:9]([O:41][C:6](=[O:5])[NH:8][C:9]1([C:13]2[CH:18]=[CH:17][C:16]([C:19]3[C:28]([C:29]4[CH:30]=[CH:31][CH:32]=[CH:33][CH:34]=4)=[CH:27][C:26]4[C:25]5=[N:42][NH:43][C:36](=[O:37])[C:24]5([CH3:40])[CH2:23][CH2:22][C:21]=4[N:20]=3)=[CH:15][CH:14]=2)[CH2:12][CH2:11][CH2:10]1)([CH3:13])([CH3:12])[CH3:10]. The yield is 0.230. (4) The reactants are [F:1][C:2]1[CH:7]=[CH:6][CH:5]=[CH:4][C:3]=1[C:8]1[N:13]=[C:12]2[C:14](B3OC(C)(C)C(C)(C)O3)=[CH:15][N:16]([S:17]([C:20]3[CH:26]=[CH:25][C:23]([CH3:24])=[CH:22][CH:21]=3)(=[O:19])=[O:18])[C:11]2=[CH:10][CH:9]=1.Cl[C:37]1[N:38]=[N:39][CH:40]=[C:41]([O:43][CH3:44])[CH:42]=1.P([O-])([O-])([O-])=O.[K+].[K+].[K+]. The catalyst is O1CCOCC1.O.C(Cl)Cl.CC(P(C(C)(C)C)C1C=CC(N(C)C)=CC=1)(C)C.CC(P(C(C)(C)C)C1C=CC(N(C)C)=CC=1)(C)C.Cl[Pd]Cl. The product is [F:1][C:2]1[CH:7]=[CH:6][CH:5]=[CH:4][C:3]=1[C:8]1[N:13]=[C:12]2[C:14]([C:37]3[N:38]=[N:39][CH:40]=[C:41]([O:43][CH3:44])[CH:42]=3)=[CH:15][N:16]([S:17]([C:20]3[CH:26]=[CH:25][C:23]([CH3:24])=[CH:22][CH:21]=3)(=[O:18])=[O:19])[C:11]2=[CH:10][CH:9]=1. The yield is 0.163. (5) The reactants are C(NC(C)C)(C)C.C([Li])CCC.[CH3:13][O:14][C:15](=[O:26])[CH2:16][C:17]1[CH:22]=[CH:21][C:20]([S:23][CH3:24])=[C:19]([Br:25])[CH:18]=1.I[CH2:28][CH:29]1[CH2:33][CH2:32][CH2:31][CH2:30]1. The catalyst is O1CCCC1.CN1CCCN(C)C1=O. The product is [CH3:13][O:14][C:15](=[O:26])[CH:16]([C:17]1[CH:22]=[CH:21][C:20]([S:23][CH3:24])=[C:19]([Br:25])[CH:18]=1)[CH2:28][CH:29]1[CH2:33][CH2:32][CH2:31][CH2:30]1. The yield is 0.570. (6) The reactants are [Cl:1][C:2]1[N:7]=[C:6]([CH2:8][C:9]([C:11]2[CH:12]=[C:13]([CH:25]=[CH:26][C:27]=2OC)[C:14]([NH:16][C:17]2[C:22]([F:23])=[CH:21][CH:20]=[CH:19][C:18]=2[F:24])=[O:15])=O)[CH:5]=[CH:4][N:3]=1.C1C(=O)N(Br)[C:32](=[O:33])C1.[F:38][C:39]1[CH:44]=[CH:43][N:42]=[C:41]([NH2:45])[CH:40]=1. The catalyst is ClCCl.CCOC(C)=O.C([O-])(O)=O.[Na+]. The product is [Cl:1][C:2]1[N:7]=[C:6]([C:8]2[N:42]3[CH:43]=[CH:44][C:39]([F:38])=[CH:40][C:41]3=[N:45][C:9]=2[C:11]2[CH:27]=[CH:26][C:25]([O:33][CH3:32])=[C:13]([CH:12]=2)[C:14]([NH:16][C:17]2[C:18]([F:24])=[CH:19][CH:20]=[CH:21][C:22]=2[F:23])=[O:15])[CH:5]=[CH:4][N:3]=1. The yield is 0.610. (7) The reactants are [CH:1]1([NH:7][C:8]2[CH:13]=[CH:12][CH:11]=[CH:10][C:9]=2[NH:14][C:15](=[O:21])[O:16][C:17]([CH3:20])([CH3:19])[CH3:18])[CH2:6][CH2:5][CH2:4][CH2:3][CH2:2]1.[S:22]([N@@:32]1[CH2:34][CH:33]1[C:35]([O:37][CH3:38])=[O:36])([C:25]1[CH:31]=[CH:30][C:28]([CH3:29])=[CH:27][CH:26]=1)(=[O:24])=[O:23].C1(NC2C=CC=CC=2NC(=O)OCC2C=CC=CC=2)CCCCC1.C1(N2C[C@@H](NC(=O)NC3C=C(C=CC=3)C([O-])=O)C(=O)N(CC(=O)C(C)(C)C)C3C=CC=CC2=3)CCCCC1.[Ca+2].C1(N2C[C@@H](NC(=O)NC3C=C(C=CC=3)C([O-])=O)C(=O)N(CC(=O)C(C)(C)C)C3C=CC=CC2=3)CCCCC1. No catalyst specified. The product is [C:17]([O:16][C:15]([NH:14][C:9]1[CH:10]=[CH:11][CH:12]=[CH:13][C:8]=1[N:7]([CH:1]1[CH2:2][CH2:3][CH2:4][CH2:5][CH2:6]1)[CH2:34][C@@H:33]([NH:32][S:22]([C:25]1[CH:26]=[CH:27][C:28]([CH3:29])=[CH:30][CH:31]=1)(=[O:23])=[O:24])[C:35]([O:37][CH3:38])=[O:36])=[O:21])([CH3:18])([CH3:20])[CH3:19]. The yield is 0.880. (8) The reactants are [C:1]([N:5]1[CH:9]=[C:8]([CH:10](O)[C:11]2[CH:16]=[CH:15][CH:14]=[CH:13][CH:12]=2)/[C:7](=[N:18]/[C:19](=[O:29])[C:20]2[CH:25]=[C:24]([Cl:26])[CH:23]=[CH:22][C:21]=2[O:27][CH3:28])/[S:6]1)([CH3:4])([CH3:3])[CH3:2].C([SiH](CC)CC)C.[C:37]([OH:43])([C:39]([F:42])([F:41])[F:40])=[O:38]. No catalyst specified. The product is [F:40][C:39]([F:42])([F:41])[C:37]([OH:43])=[O:38].[CH2:10]([C:8]1=[CH:9][N:5]([C:1]([CH3:4])([CH3:3])[CH3:2])[S:6]/[C:7]/1=[N:18]\[C:19](=[O:29])[C:20]1[CH:25]=[C:24]([Cl:26])[CH:23]=[CH:22][C:21]=1[O:27][CH3:28])[C:11]1[CH:16]=[CH:15][CH:14]=[CH:13][CH:12]=1. The yield is 0.00100. (9) The reactants are [CH3:1][O:2][C:3](=[O:32])[C:4]1[CH:9]=[CH:8][C:7]([CH2:10][N:11]2[CH:15]=[C:14]([C:16]3[CH:21]=[CH:20][C:19]([Cl:22])=[CH:18][C:17]=3[Cl:23])[N:13]=[C:12]2[CH2:24][C:25]2[CH:30]=[CH:29][C:28](Br)=[CH:27][CH:26]=2)=[CH:6][CH:5]=1.[F:33][C:34]([F:45])([F:44])[C:35]1[CH:40]=[CH:39][C:38](B(O)O)=[CH:37][CH:36]=1. No catalyst specified. The product is [CH3:1][O:2][C:3](=[O:32])[C:4]1[CH:9]=[CH:8][C:7]([CH2:10][N:11]2[CH:15]=[C:14]([C:16]3[CH:21]=[CH:20][C:19]([Cl:22])=[CH:18][C:17]=3[Cl:23])[N:13]=[C:12]2[CH2:24][C:25]2[CH:30]=[CH:29][C:28]([C:38]3[CH:39]=[CH:40][C:35]([C:34]([F:45])([F:44])[F:33])=[CH:36][CH:37]=3)=[CH:27][CH:26]=2)=[CH:6][CH:5]=1. The yield is 0.340. (10) The reactants are [BH4-].[Na+].[F:3][C:4]([F:13])([F:12])[CH:5]1[CH2:10][CH2:9][C:8](=[O:11])[CH2:7][CH2:6]1. The catalyst is CO. The product is [F:3][C:4]([F:12])([F:13])[CH:5]1[CH2:6][CH2:7][CH:8]([OH:11])[CH2:9][CH2:10]1. The yield is 0.280.